Dataset: Reaction yield outcomes from USPTO patents with 853,638 reactions. Task: Predict the reaction yield, written as a fraction of the theoretical maximum amount of product (1.0 means a 100% yield; for example, 0.34 means a 34% yield). (1) The reactants are [H-].[Na+].[NH:3]1[CH:7]=[CH:6][CH:5]=[N:4]1.[F:8][C:9]1[CH:14]=[CH:13][CH:12]=[C:11](F)[N:10]=1. The catalyst is CN(C=O)C.C1COCC1.O. The product is [F:8][C:9]1[CH:14]=[CH:13][CH:12]=[C:11]([N:3]2[CH:7]=[CH:6][CH:5]=[N:4]2)[N:10]=1. The yield is 0.610. (2) The reactants are [O:1]=[C:2]1[O:8][C@H:7]([C@H:9]([CH2:11][OH:12])[OH:10])[C:5]([OH:6])=[C:3]1[OH:4].S(=O)(=O)(O)O.[CH3:18][C:19]([CH3:21])=O. No catalyst specified. The product is [CH3:18][C:19]1([CH3:21])[O:10][CH:9]([CH:7]2[O:8][C:2](=[O:1])[C:3]([OH:4])=[C:5]2[OH:6])[CH2:11][O:12]1. The yield is 0.802. (3) The yield is 0.0800. The reactants are [OH:1][CH2:2][CH2:3][C:4]1[CH:5]=[C:6]([C:14]2[NH:23][C:22](=[O:24])[C:21]3[C:16](=[CH:17][C:18]([O:27][CH3:28])=[CH:19][C:20]=3[O:25][CH3:26])[N:15]=2)[CH:7]=[CH:8][C:9]=1[O:10]COC.C(O)(=O)C.S(=O)(=O)(O)O. The product is [OH:10][C:9]1[CH:8]=[CH:7][C:6]([C:14]2[NH:23][C:22](=[O:24])[C:21]3[C:16](=[CH:17][C:18]([O:27][CH3:28])=[CH:19][C:20]=3[O:25][CH3:26])[N:15]=2)=[CH:5][C:4]=1[CH2:3][CH2:2][OH:1]. The catalyst is O. (4) The reactants are C([O:9][CH2:10][C@@H:11]1[C:15]([O:17]C(=O)C)([CH3:16])[C@:14]([F:22])([CH3:21])[CH:13]([N:23]2[CH:31]=[N:30][C:29]3[C:28](=[O:32])[NH:27][CH:26]=[N:25][C:24]2=3)[O:12]1)(=O)C1C=CC=CC=1.CO. The catalyst is N. The product is [F:22][C@:14]1([CH3:21])[C:15]([OH:17])([CH3:16])[C@@H:11]([CH2:10][OH:9])[O:12][CH:13]1[N:23]1[CH:31]=[N:30][C:29]2[C:28](=[O:32])[NH:27][CH:26]=[N:25][C:24]1=2. The yield is 0.350. (5) The reactants are [CH2:1]([N:5]1[C:13]2[C:12](=[O:14])[N:11]([CH3:15])[C:10]([O:16][C:17]3[CH:22]=[CH:21][CH:20]=[CH:19][C:18]=3[C:23](=[O:25])[NH2:24])=[N:9][C:8]=2[N:7]=[C:6]1[N:26]1[CH2:31][CH2:30][N:29](C(OC(C)(C)C)=O)[CH2:28][CH2:27]1)[C:2]#[C:3][CH3:4].[ClH:39].C(OCC)(=O)C. The catalyst is CO. The product is [ClH:39].[CH2:1]([N:5]1[C:13]2[C:12](=[O:14])[N:11]([CH3:15])[C:10]([O:16][C:17]3[CH:22]=[CH:21][CH:20]=[CH:19][C:18]=3[C:23]([NH2:24])=[O:25])=[N:9][C:8]=2[N:7]=[C:6]1[N:26]1[CH2:31][CH2:30][NH:29][CH2:28][CH2:27]1)[C:2]#[C:3][CH3:4]. The yield is 0.960. (6) The reactants are CC1(C)COB([C:8]2[CH:20]=[CH:19][C:11]([O:12][CH2:13][C:14]([CH3:18])([CH3:17])[CH2:15][OH:16])=[CH:10][CH:9]=2)OC1.Br[C:23]1[CH:24]=[C:25]2[C:29](=[CH:30][C:31]=1[Cl:32])[NH:28][CH:27]=[C:26]2[CH:33]=[O:34].C(=O)([O-])[O-].[K+].[K+].C(O)C. The catalyst is C1(C)C=CC=CC=1.C1C=CC(P(C2C=CC=CC=2)[C-]2C=CC=C2)=CC=1.C1C=CC(P(C2C=CC=CC=2)[C-]2C=CC=C2)=CC=1.Cl[Pd]Cl.[Fe+2].C(OCC)(=O)C. The product is [Cl:32][C:31]1[CH:30]=[C:29]2[C:25]([C:26]([CH:33]=[O:34])=[CH:27][NH:28]2)=[CH:24][C:23]=1[C:8]1[CH:9]=[CH:10][C:11]([O:12][CH2:13][C:14]([CH3:17])([CH3:18])[CH2:15][OH:16])=[CH:19][CH:20]=1. The yield is 0.820.